This data is from Forward reaction prediction with 1.9M reactions from USPTO patents (1976-2016). The task is: Predict the product of the given reaction. Given the reactants [CH3:1][N:2]1[C:6](=[O:7])[C:5]2([C:16]3[C:11](=[CH:12][CH:13]=[CH:14][CH:15]=3)[O:10][CH:9]([C:17]3[CH:22]=[CH:21][CH:20]=[CH:19][CH:18]=3)[CH2:8]2)[N:4]=[C:3]1SC.[NH4+:25].[I-], predict the reaction product. The product is: [NH2:25][C:3]1[N:2]([CH3:1])[C:6](=[O:7])[C:5]2([C:16]3[C:11](=[CH:12][CH:13]=[CH:14][CH:15]=3)[O:10][CH:9]([C:17]3[CH:22]=[CH:21][CH:20]=[CH:19][CH:18]=3)[CH2:8]2)[N:4]=1.